This data is from Reaction yield outcomes from USPTO patents with 853,638 reactions. The task is: Predict the reaction yield, written as a fraction of the theoretical maximum amount of product (1.0 means a 100% yield; for example, 0.34 means a 34% yield). (1) The reactants are [NH2:1][CH2:2][C@@H:3]1[C@H:6]([NH:7][C:8](=[O:35])/[C:9](=[N:23]\[O:24][C:25]([CH3:34])([CH3:33])[C:26]([O:28][C:29]([CH3:32])([CH3:31])[CH3:30])=[O:27])/[C:10]2[N:11]=[C:12]([NH:15][C:16]([O:18][C:19]([CH3:22])([CH3:21])[CH3:20])=[O:17])[S:13][CH:14]=2)[C:5](=[O:36])[NH:4]1.[CH3:37][Si:38]([CH3:49])([CH3:48])[CH2:39][CH2:40][O:41][CH2:42][O:43][CH2:44][C@@H:45]1[CH2:47][O:46]1. The catalyst is C(Cl)Cl. The product is [C:19]([O:18][C:16]([NH:15][C:12]1[S:13][CH:14]=[C:10](/[C:9](=[N:23]/[O:24][C:25]([CH3:34])([CH3:33])[C:26]([O:28][C:29]([CH3:32])([CH3:31])[CH3:30])=[O:27])/[C:8]([NH:7][C@@H:6]2[C:5](=[O:36])[NH:4][C@@H:3]2[CH2:2][NH:1][CH2:47][C@H:45]([OH:46])[CH2:44][O:43][CH2:42][O:41][CH2:40][CH2:39][Si:38]([CH3:49])([CH3:48])[CH3:37])=[O:35])[N:11]=1)=[O:17])([CH3:22])([CH3:21])[CH3:20]. The yield is 0.220. (2) The reactants are [C:1]1([CH2:7][C:8]([OH:10])=O)[CH:6]=[CH:5][CH:4]=[CH:3][CH:2]=1.Cl.[CH3:12][NH:13][O:14][CH3:15].[OH-].[Na+]. The catalyst is O1CCCC1.O. The product is [CH3:15][O:14][N:13]([CH3:12])[C:8](=[O:10])[CH2:7][C:1]1[CH:6]=[CH:5][CH:4]=[CH:3][CH:2]=1. The yield is 1.00. (3) The reactants are [Cl:1][C:2]1[C:7]([C:8]([F:11])([F:10])[F:9])=[CH:6][C:5]([N+:12]([O-])=O)=[CH:4][N:3]=1. The catalyst is [Fe]. The product is [NH2:12][C:5]1[CH:6]=[C:7]([C:8]([F:11])([F:10])[F:9])[C:2]([Cl:1])=[N:3][CH:4]=1. The yield is 0.730.